This data is from Full USPTO retrosynthesis dataset with 1.9M reactions from patents (1976-2016). The task is: Predict the reactants needed to synthesize the given product. (1) The reactants are: Cl[C:2]1[C:7]([C:8]#[N:9])=[C:6]([Cl:10])[N:5]=[C:4]([S:11][CH3:12])[N:3]=1.[I:13][C:14]1[CH:20]=[CH:19][C:17]([NH2:18])=[CH:16][CH:15]=1. Given the product [Cl:10][C:6]1[C:7]([C:8]#[N:9])=[C:2]([NH:18][C:17]2[CH:19]=[CH:20][C:14]([I:13])=[CH:15][CH:16]=2)[N:3]=[C:4]([S:11][CH3:12])[N:5]=1, predict the reactants needed to synthesize it. (2) Given the product [CH:8]([C:7]1[CH:10]=[CH:11][C:4]([O:3][CH:18]2[CH2:19][N:20]([C:22]([O:24][C:25]([CH3:28])([CH3:27])[CH3:26])=[O:23])[CH2:21]2)=[CH:5][C:6]=1[CH3:12])=[O:9], predict the reactants needed to synthesize it. The reactants are: [H-].[Na+].[OH:3][C:4]1[CH:11]=[CH:10][C:7]([CH:8]=[O:9])=[C:6]([CH3:12])[CH:5]=1.CS(O[CH:18]1[CH2:21][N:20]([C:22]([O:24][C:25]([CH3:28])([CH3:27])[CH3:26])=[O:23])[CH2:19]1)(=O)=O.O. (3) Given the product [OH:33][CH2:34][C:35]([C:2]1[CH:7]=[CH:6][C:5]([C:8]([N:10]2[CH2:15][CH2:14][C:13]3([C:27]4[CH:26]=[N:25][N:24]([CH3:28])[C:23]=4[C:22]4[CH:21]=[CH:20][CH:19]=[CH:18][C:17]=4[O:16]3)[CH2:12][CH2:11]2)=[O:9])=[CH:4][C:3]=1[O:29][CH3:30])([CH3:37])[CH3:36], predict the reactants needed to synthesize it. The reactants are: Br[C:2]1[CH:7]=[CH:6][C:5]([C:8]([N:10]2[CH2:15][CH2:14][C:13]3([C:27]4[CH:26]=[N:25][N:24]([CH3:28])[C:23]=4[C:22]4[CH:21]=[CH:20][CH:19]=[CH:18][C:17]=4[O:16]3)[CH2:12][CH2:11]2)=[O:9])=[CH:4][C:3]=1[O:29][CH3:30].C[Si](C)(C)[O:33][CH:34]=[C:35]([CH3:37])[CH3:36].[BH4-].[Na+].